This data is from Forward reaction prediction with 1.9M reactions from USPTO patents (1976-2016). The task is: Predict the product of the given reaction. (1) The product is: [Cl:36][C:37]1[CH:43]=[C:42]([S:44]([CH3:47])(=[O:45])=[O:46])[CH:41]=[C:40]2[C:38]=1[NH:39][C:49]([CH3:50])=[CH:48]2. Given the reactants C(N1C(=O)C=CC(C2C3C(=C(F)C=C(Cl)C=3)N(CC(O)=O)C=2C)=N1)C1C=CC=CC=1.CN(C=O)C.[Cl:36][C:37]1[CH:43]=[C:42]([S:44]([CH3:47])(=[O:46])=[O:45])[CH:41]=[C:40]([C:48]#[C:49][CH3:50])[C:38]=1[NH2:39], predict the reaction product. (2) Given the reactants C(N(CC)CC)C.[CH2:8]([N:26]=[C:27]=[O:28])[CH2:9][CH2:10][CH2:11][CH2:12][CH2:13][CH2:14][CH2:15][CH2:16][CH2:17][CH2:18][CH2:19][CH2:20][CH2:21][CH2:22][CH2:23][CH2:24][CH3:25].[CH2:29]([N:36]1[CH2:41][CH2:40][N:39]([C:42](=[O:52])[CH2:43][CH2:44][C:45]2[CH:50]=[CH:49][CH:48]=[CH:47][C:46]=2[OH:51])[CH2:38][CH2:37]1)[C:30]1[CH:35]=[CH:34][CH:33]=[CH:32][CH:31]=1, predict the reaction product. The product is: [CH2:8]([NH:26][C:27](=[O:28])[O:51][C:46]1[CH:47]=[CH:48][CH:49]=[CH:50][C:45]=1[CH2:44][CH2:43][C:42]([N:39]1[CH2:40][CH2:41][N:36]([CH2:29][C:30]2[CH:35]=[CH:34][CH:33]=[CH:32][CH:31]=2)[CH2:37][CH2:38]1)=[O:52])[CH2:9][CH2:10][CH2:11][CH2:12][CH2:13][CH2:14][CH2:15][CH2:16][CH2:17][CH2:18][CH2:19][CH2:20][CH2:21][CH2:22][CH2:23][CH2:24][CH3:25]. (3) Given the reactants C[O:2][C:3]([C:5]1[CH:14]=[CH:13][C:12]2[C@@H:11](O)[CH2:10][CH2:9][CH2:8][C:7]=2[CH:6]=1)=O.B1(C)OC(C2C=CC=CC=2)(C2C=CC=CC=2)[C@@H]2[N:17]1CCC2.COC(C1C=CC2C(=O)CCCC=2C=1)=O.CO, predict the reaction product. The product is: [NH2:17][C@@H:11]1[CH2:10][CH2:9][CH2:8][C:7]2[CH:6]=[C:5]([CH2:3][OH:2])[CH:14]=[CH:13][C:12]1=2. (4) Given the reactants [F:1][C:2]1[CH:7]=[CH:6][C:5]([C:8]2[C:16]3[C:11](=[CH:12][CH:13]=[C:14]([C:17]([OH:19])=O)[CH:15]=3)[NH:10][N:9]=2)=[CH:4][CH:3]=1.O.ON1C2C=CC=CC=2N=N1.Cl.CN(C)CCCN=C=NCC.[CH3:43][O:44][CH2:45][CH2:46][NH2:47], predict the reaction product. The product is: [F:1][C:2]1[CH:3]=[CH:4][C:5]([C:8]2[C:16]3[C:11](=[CH:12][CH:13]=[C:14]([C:17]([NH:47][CH2:46][CH2:45][O:44][CH3:43])=[O:19])[CH:15]=3)[NH:10][N:9]=2)=[CH:6][CH:7]=1.